The task is: Binary Classification. Given a drug SMILES string, predict its activity (active/inactive) in a high-throughput screening assay against a specified biological target.. This data is from Serine/threonine kinase 33 screen with 319,792 compounds. (1) The drug is S=C(N1CCN(CC1)C(=O)c1ccccc1)NCc1occc1. The result is 0 (inactive). (2) The drug is s1c(C(=O)N2CCC(=CC2)c2ccccc2)ccc1. The result is 0 (inactive). (3) The compound is O=C1Nc2c(N(C1)C(=O)c1ccccc1)cccc2. The result is 0 (inactive). (4) The compound is S=c1n(c2ccc(cc2)C(F)(F)F)cn[nH]1. The result is 0 (inactive). (5) The compound is S(CC(=O)NCc1c(OC)cccc1)c1ncccc1C(OCC(=O)NCc1c(OC)cccc1)=O. The result is 0 (inactive). (6) The drug is O=C1N(CC(NC(=O)Nc2c(OC)cccc2)C1)c1cc2OCCOc2cc1. The result is 0 (inactive).